Dataset: Full USPTO retrosynthesis dataset with 1.9M reactions from patents (1976-2016). Task: Predict the reactants needed to synthesize the given product. (1) Given the product [C:1]([O:11][C:12]1[CH:20]=[C:19]([O:21][CH:22]2[CH2:23][CH2:24][N:25]([S:28]([CH3:31])(=[O:30])=[O:29])[CH2:26][CH2:27]2)[CH:18]=[CH:17][C:13]=1[C:14]([OH:16])=[O:15])(=[O:3])[CH3:2], predict the reactants needed to synthesize it. The reactants are: [C:1](OC(=O)C)(=[O:3])[CH3:2].C(Cl)Cl.[OH:11][C:12]1[CH:20]=[C:19]([O:21][CH:22]2[CH2:27][CH2:26][N:25]([S:28]([CH3:31])(=[O:30])=[O:29])[CH2:24][CH2:23]2)[CH:18]=[CH:17][C:13]=1[C:14]([OH:16])=[O:15]. (2) Given the product [N:29]1([C:2]2[S:3][C:4]([C:7]3[CH:8]=[N:9][N:10]4[CH:15]=[CH:14][C:13]([N:16]5[CH2:20][CH2:19][CH2:18][C@@H:17]5[C:21]5[CH:26]=[C:25]([F:27])[CH:24]=[CH:23][C:22]=5[F:28])=[N:12][C:11]=34)=[N:5][N:6]=2)[CH2:35][CH2:34][CH2:33][NH:32][CH2:31][CH2:30]1, predict the reactants needed to synthesize it. The reactants are: Br[C:2]1[S:3][C:4]([C:7]2[CH:8]=[N:9][N:10]3[CH:15]=[CH:14][C:13]([N:16]4[CH2:20][CH2:19][CH2:18][C@@H:17]4[C:21]4[CH:26]=[C:25]([F:27])[CH:24]=[CH:23][C:22]=4[F:28])=[N:12][C:11]=23)=[N:5][N:6]=1.[NH:29]1[CH2:35][CH2:34][CH2:33][NH:32][CH2:31][CH2:30]1.CCN(C(C)C)C(C)C.O. (3) Given the product [C:28]1([C:19]2[CH:20]=[CH:21][CH:22]=[CH:23][CH:24]=2)[CH:29]=[CH:30][C:31]([C:6]([N:8]2[CH2:12][C:11](=[N:13][O:14][CH3:15])[CH2:10][C@H:9]2[C:16]([NH:34][CH2:35][C@H:36]([OH:37])[C:38]2[CH:43]=[CH:42][CH:41]=[CH:40][CH:39]=2)=[O:18])=[O:7])=[CH:32][CH:33]=1, predict the reactants needed to synthesize it. The reactants are: C(O[C:6]([N:8]1[CH2:12][C:11](=[N:13][O:14][CH3:15])[CH2:10][C@H:9]1[C:16]([OH:18])=O)=[O:7])(C)(C)C.[C:19]1([C:28]2[CH:33]=[CH:32][CH:31]=[CH:30][CH:29]=2)[CH:24]=[CH:23][C:22](C(Cl)=O)=[CH:21][CH:20]=1.[NH2:34][CH2:35][C@@H:36]([C:38]1[CH:43]=[CH:42][CH:41]=[CH:40][CH:39]=1)[OH:37]. (4) Given the product [NH2:1][C:2]1[N:3]=[CH:4][C:5]([C:6]([N:57]2[CH2:58][CH2:59][CH:54]([O:53][C:50]3[C:51]([CH3:52])=[C:46]([O:45][C:44]4[CH:60]=[CH:61][C:62]([S:64]([CH3:67])(=[O:65])=[O:66])=[CH:63][C:43]=4[F:42])[N:47]=[CH:48][N:49]=3)[CH2:55][CH2:56]2)=[O:8])=[CH:9][CH:10]=1, predict the reactants needed to synthesize it. The reactants are: [NH2:1][C:2]1[CH:10]=[CH:9][C:5]([C:6]([OH:8])=O)=[CH:4][N:3]=1.CN(C(ON1N=NC2C=CC=NC1=2)=[N+](C)C)C.F[P-](F)(F)(F)(F)F.C(N(CC)CC)C.[F:42][C:43]1[CH:63]=[C:62]([S:64]([CH3:67])(=[O:66])=[O:65])[CH:61]=[CH:60][C:44]=1[O:45][C:46]1[C:51]([CH3:52])=[C:50]([O:53][CH:54]2[CH2:59][CH2:58][NH:57][CH2:56][CH2:55]2)[N:49]=[CH:48][N:47]=1. (5) Given the product [F:36][C:5]1([F:4])[CH2:8][CH:7]([CH2:9][O:10][CH2:11][C:12]2[N:17]=[C:16]([NH:18][C:19]3[CH:24]=[CH:23][C:22]([N:25]4[CH:29]=[C:28]([CH3:30])[N:27]=[CH:26]4)=[C:21]([O:31][CH3:32])[CH:20]=3)[N:15]=[C:14]([C:33]([OH:35])([CH3:1])[CH3:34])[CH:13]=2)[CH2:6]1, predict the reactants needed to synthesize it. The reactants are: [CH3:1][Mg]Br.[F:4][C:5]1([F:36])[CH2:8][CH:7]([CH2:9][O:10][CH2:11][C:12]2[N:17]=[C:16]([NH:18][C:19]3[CH:24]=[CH:23][C:22]([N:25]4[CH:29]=[C:28]([CH3:30])[N:27]=[CH:26]4)=[C:21]([O:31][CH3:32])[CH:20]=3)[N:15]=[C:14]([C:33](=[O:35])[CH3:34])[CH:13]=2)[CH2:6]1.